Dataset: NCI-60 drug combinations with 297,098 pairs across 59 cell lines. Task: Regression. Given two drug SMILES strings and cell line genomic features, predict the synergy score measuring deviation from expected non-interaction effect. (1) Drug 1: C1CC(=O)NC(=O)C1N2C(=O)C3=CC=CC=C3C2=O. Drug 2: C1CN(P(=O)(OC1)NCCCl)CCCl. Cell line: UO-31. Synergy scores: CSS=-6.75, Synergy_ZIP=5.89, Synergy_Bliss=2.98, Synergy_Loewe=-0.236, Synergy_HSA=-5.02. (2) Drug 1: C1CCN(CC1)CCOC2=CC=C(C=C2)C(=O)C3=C(SC4=C3C=CC(=C4)O)C5=CC=C(C=C5)O. Drug 2: CC1C(C(CC(O1)OC2CC(CC3=C2C(=C4C(=C3O)C(=O)C5=C(C4=O)C(=CC=C5)OC)O)(C(=O)C)O)N)O.Cl. Cell line: RXF 393. Synergy scores: CSS=32.3, Synergy_ZIP=-3.45, Synergy_Bliss=0.417, Synergy_Loewe=-15.3, Synergy_HSA=1.85. (3) Drug 1: CN(C)C1=NC(=NC(=N1)N(C)C)N(C)C. Drug 2: CN(C(=O)NC(C=O)C(C(C(CO)O)O)O)N=O. Cell line: EKVX. Synergy scores: CSS=-4.01, Synergy_ZIP=0.284, Synergy_Bliss=-4.14, Synergy_Loewe=-6.43, Synergy_HSA=-6.23. (4) Drug 1: C1=NC2=C(N1)C(=S)N=C(N2)N. Drug 2: CN(CCCl)CCCl.Cl. Cell line: COLO 205. Synergy scores: CSS=31.7, Synergy_ZIP=-3.27, Synergy_Bliss=-4.01, Synergy_Loewe=-8.46, Synergy_HSA=-3.09. (5) Drug 1: CCC(=C(C1=CC=CC=C1)C2=CC=C(C=C2)OCCN(C)C)C3=CC=CC=C3.C(C(=O)O)C(CC(=O)O)(C(=O)O)O. Drug 2: C1CNP(=O)(OC1)N(CCCl)CCCl. Cell line: DU-145. Synergy scores: CSS=-5.11, Synergy_ZIP=12.2, Synergy_Bliss=8.74, Synergy_Loewe=0.352, Synergy_HSA=0.873. (6) Drug 1: CC(C)NC(=O)C1=CC=C(C=C1)CNNC.Cl. Drug 2: C1CNP(=O)(OC1)N(CCCl)CCCl. Cell line: TK-10. Synergy scores: CSS=-2.12, Synergy_ZIP=-0.994, Synergy_Bliss=-3.38, Synergy_Loewe=-2.19, Synergy_HSA=-3.68. (7) Drug 1: C1=NC2=C(N1)C(=S)N=C(N2)N. Drug 2: CN1C(=O)N2C=NC(=C2N=N1)C(=O)N. Cell line: NCI-H226. Synergy scores: CSS=16.0, Synergy_ZIP=-5.36, Synergy_Bliss=2.61, Synergy_Loewe=-10.9, Synergy_HSA=1.15. (8) Drug 1: C1=CC=C(C=C1)NC(=O)CCCCCCC(=O)NO. Drug 2: CC1C(C(CC(O1)OC2CC(OC(C2O)C)OC3=CC4=CC5=C(C(=O)C(C(C5)C(C(=O)C(C(C)O)O)OC)OC6CC(C(C(O6)C)O)OC7CC(C(C(O7)C)O)OC8CC(C(C(O8)C)O)(C)O)C(=C4C(=C3C)O)O)O)O. Cell line: SK-MEL-28. Synergy scores: CSS=46.4, Synergy_ZIP=-4.79, Synergy_Bliss=-4.23, Synergy_Loewe=-5.30, Synergy_HSA=-4.89. (9) Drug 1: C1=C(C(=O)NC(=O)N1)F. Drug 2: N.N.Cl[Pt+2]Cl. Cell line: SK-MEL-28. Synergy scores: CSS=31.6, Synergy_ZIP=7.88, Synergy_Bliss=9.08, Synergy_Loewe=2.49, Synergy_HSA=4.47.